From a dataset of Full USPTO retrosynthesis dataset with 1.9M reactions from patents (1976-2016). Predict the reactants needed to synthesize the given product. (1) Given the product [C:10]1([C:2]2[CH:3]=[C:4]([C:7]([OH:9])=[O:8])[O:5][CH:6]=2)[CH:15]=[CH:14][CH:13]=[CH:12][CH:11]=1, predict the reactants needed to synthesize it. The reactants are: Br[C:2]1[CH:3]=[C:4]([C:7]([OH:9])=[O:8])[O:5][CH:6]=1.[C:10]1(B(O)O)[CH:15]=[CH:14][CH:13]=[CH:12][CH:11]=1.[O-]P([O-])([O-])=O.[K+].[K+].[K+]. (2) Given the product [F:24][C:25]([F:35])([F:34])[C:26]([C:2]1[CH:7]=[CH:6][C:5]([O:8][C:9]([F:12])([F:11])[F:10])=[CH:4][CH:3]=1)=[O:27], predict the reactants needed to synthesize it. The reactants are: Br[C:2]1[CH:7]=[CH:6][C:5]([O:8][C:9]([F:12])([F:11])[F:10])=[CH:4][CH:3]=1.C([Li])CCC.CCCCCC.[F:24][C:25]([F:35])([F:34])[C:26](N1CCCCC1)=[O:27].[Cl-].[NH4+]. (3) Given the product [NH:13]1[C:14]2[C:10](=[CH:9][CH:17]=[CH:16][C:15]=2[C:19]#[N:20])[CH:11]=[CH:12]1, predict the reactants needed to synthesize it. The reactants are: ClC1N=CC(C[C:9]2[C:17](F)=[CH:16][C:15]([C:19]#[N:20])=[C:14]3[C:10]=2[C:11](C)=[C:12](C)[NH:13]3)=CC=1.C([Sn](CCCC)(CCCC)C=C)CCC. (4) Given the product [C:25]1([C:23]2[C:22]([C:31]3[CH:32]=[CH:33][CH:34]=[CH:35][CH:36]=3)=[CH:21][N:20]=[C:19]([NH:7][CH2:8][CH:9]3[CH2:10][CH2:11][CH:12]([C:15]([OH:17])=[O:16])[CH2:13][CH2:14]3)[N:24]=2)[CH:30]=[CH:29][CH:28]=[CH:27][CH:26]=1, predict the reactants needed to synthesize it. The reactants are: C(=O)([O-])[O-].[Cs+].[Cs+].[NH2:7][CH2:8][CH:9]1[CH2:14][CH2:13][CH:12]([C:15]([OH:17])=[O:16])[CH2:11][CH2:10]1.Cl[C:19]1[N:24]=[C:23]([C:25]2[CH:30]=[CH:29][CH:28]=[CH:27][CH:26]=2)[C:22]([C:31]2[CH:36]=[CH:35][CH:34]=[CH:33][CH:32]=2)=[CH:21][N:20]=1. (5) Given the product [Cl:15][C:12]1[CH:11]=[CH:10][C:9]([CH:4]([CH2:3][NH:2][CH2:38][C:39]([F:42])([F:41])[F:40])[C:5]([O:7][CH3:8])=[O:6])=[CH:14][CH:13]=1, predict the reactants needed to synthesize it. The reactants are: Cl.[NH2:2][CH2:3][CH:4]([C:9]1[CH:14]=[CH:13][C:12]([Cl:15])=[CH:11][CH:10]=1)[C:5]([O:7][CH3:8])=[O:6].C1COCC1.CCN(C(C)C)C(C)C.O([CH2:38][C:39]([F:42])([F:41])[F:40])S(C(F)(F)F)(=O)=O. (6) Given the product [CH3:22][O:23][C:24]1[CH:29]=[CH:28][CH:27]=[CH:26][C:25]=1[CH2:30][C:31]([N:9]([C:5]1[CH:6]=[CH:7][CH:8]=[C:3]([O:2][CH3:1])[CH:4]=1)[CH2:10][CH2:11][C:12]1[CH:17]=[CH:16][C:15]([C:18]([F:20])([F:19])[F:21])=[CH:14][CH:13]=1)=[O:32], predict the reactants needed to synthesize it. The reactants are: [CH3:1][O:2][C:3]1[CH:4]=[C:5]([NH:9][CH2:10][CH2:11][C:12]2[CH:17]=[CH:16][C:15]([C:18]([F:21])([F:20])[F:19])=[CH:14][CH:13]=2)[CH:6]=[CH:7][CH:8]=1.[CH3:22][O:23][C:24]1[CH:29]=[CH:28][CH:27]=[CH:26][C:25]=1[CH2:30][C:31](O)=[O:32].